This data is from NCI-60 drug combinations with 297,098 pairs across 59 cell lines. The task is: Regression. Given two drug SMILES strings and cell line genomic features, predict the synergy score measuring deviation from expected non-interaction effect. Drug 1: CC1CCC2CC(C(=CC=CC=CC(CC(C(=O)C(C(C(=CC(C(=O)CC(OC(=O)C3CCCCN3C(=O)C(=O)C1(O2)O)C(C)CC4CCC(C(C4)OC)OCCO)C)C)O)OC)C)C)C)OC. Drug 2: CC1CCCC2(C(O2)CC(NC(=O)CC(C(C(=O)C(C1O)C)(C)C)O)C(=CC3=CSC(=N3)C)C)C. Cell line: SF-539. Synergy scores: CSS=56.8, Synergy_ZIP=4.98, Synergy_Bliss=5.36, Synergy_Loewe=-8.82, Synergy_HSA=4.51.